Dataset: Catalyst prediction with 721,799 reactions and 888 catalyst types from USPTO. Task: Predict which catalyst facilitates the given reaction. (1) Reactant: [NH2:1][CH2:2][CH2:3][NH:4][C:5]1[C:6]2[N:7]([C:16](=[O:19])[NH:17][N:18]=2)[C:8]2[C:13]([N:14]=1)=[CH:12][CH:11]=[C:10]([F:15])[CH:9]=2.Cl[C:21]1[CH:26]=[CH:25][C:24]([C:27]([F:30])([F:29])[F:28])=[CH:23][N:22]=1.C(=O)([O-])[O-].[Na+].[Na+]. Product: [F:15][C:10]1[CH:9]=[C:8]2[C:13]([N:14]=[C:5]([NH:4][CH2:3][CH2:2][NH:1][C:21]3[CH:26]=[CH:25][C:24]([C:27]([F:30])([F:29])[F:28])=[CH:23][N:22]=3)[C:6]3[N:7]2[C:16](=[O:19])[NH:17][N:18]=3)=[CH:12][CH:11]=1. The catalyst class is: 51. (2) Reactant: Br[C:2]1[S:3][C:4]2[C:10]([O:11][S:12]([C:15]([F:18])([F:17])[F:16])(=[O:14])=[O:13])=[C:9]([C@H:19]([O:25][C:26]([CH3:29])([CH3:28])[CH3:27])[C:20]([O:22][CH2:23][CH3:24])=[O:21])[C:8]([CH3:30])=[CH:7][C:5]=2[N:6]=1.[NH:31]1[CH2:34][CH2:33][CH2:32]1.[NH4+].[Cl-]. Product: [N:31]1([C:2]2[S:3][C:4]3[C:10]([O:11][S:12]([C:15]([F:17])([F:16])[F:18])(=[O:14])=[O:13])=[C:9]([C@H:19]([O:25][C:26]([CH3:28])([CH3:29])[CH3:27])[C:20]([O:22][CH2:23][CH3:24])=[O:21])[C:8]([CH3:30])=[CH:7][C:5]=3[N:6]=2)[CH2:34][CH2:33][CH2:32]1. The catalyst class is: 1. (3) Reactant: C([O:3][C:4](=[O:38])[C:5]([O:8][C:9]1[CH:14]=[CH:13][C:12]([O:15][CH2:16][CH2:17][C:18]2[N:19]=[C:20]([C:24]3[CH:29]=[CH:28][C:27]([C:30]4[C:35]([F:36])=[CH:34][CH:33]=[CH:32][C:31]=4[F:37])=[CH:26][CH:25]=3)[O:21][C:22]=2[CH3:23])=[CH:11][CH:10]=1)([CH3:7])[CH3:6])C.[OH-].[Na+]. Product: [F:36][C:35]1[CH:34]=[CH:33][CH:32]=[C:31]([F:37])[C:30]=1[C:27]1[CH:28]=[CH:29][C:24]([C:20]2[O:21][C:22]([CH3:23])=[C:18]([CH2:17][CH2:16][O:15][C:12]3[CH:11]=[CH:10][C:9]([O:8][C:5]([CH3:7])([CH3:6])[C:4]([OH:38])=[O:3])=[CH:14][CH:13]=3)[N:19]=2)=[CH:25][CH:26]=1. The catalyst class is: 353. (4) The catalyst class is: 7. Reactant: [OH:1][C:2]1[CH:12]=[CH:11][C:5]([C:6]([O:8][CH2:9][CH3:10])=[O:7])=[CH:4][CH:3]=1.[C:13]12([CH2:23][CH2:24]O)[CH2:22][CH:17]3[CH2:18][CH:19]([CH2:21][CH:15]([CH2:16]3)[CH2:14]1)[CH2:20]2.C1(P(C2C=CC=CC=2)C2C=CC=CC=2)C=CC=CC=1.N(C(OC(C)(C)C)=O)=NC(OC(C)(C)C)=O. Product: [CH2:9]([O:8][C:6](=[O:7])[C:5]1[CH:4]=[CH:3][C:2]([O:1][CH2:24][CH2:23][C:13]23[CH2:22][CH:17]4[CH2:18][CH:19]([CH2:21][CH:15]([CH2:16]4)[CH2:14]2)[CH2:20]3)=[CH:12][CH:11]=1)[CH3:10]. (5) The catalyst class is: 5. Reactant: C(CC[O:5][C:6]([C:8]1[CH:13]([C:14]2[CH:19]=[CH:18][CH:17]=[C:16]([Cl:20])[CH:15]=2)[C:12]([C:21](=[O:38])[NH:22][CH2:23][CH2:24][CH:25]([C:32]2[CH:37]=[CH:36][CH:35]=[CH:34][CH:33]=2)[C:26]2[CH:31]=[CH:30][CH:29]=[CH:28][CH:27]=2)=[C:11]([CH2:39][O:40][CH2:41][CH2:42][N:43]=[N+:44]=[N-:45])[NH:10][C:9]=1[CH3:46])=[O:7])#N.[OH-].[Na+].Cl.O. Product: [N:43]([CH2:42][CH2:41][O:40][CH2:39][C:11]1[NH:10][C:9]([CH3:46])=[C:8]([C:6]([OH:7])=[O:5])[CH:13]([C:14]2[CH:19]=[CH:18][CH:17]=[C:16]([Cl:20])[CH:15]=2)[C:12]=1[C:21](=[O:38])[NH:22][CH2:23][CH2:24][CH:25]([C:26]1[CH:31]=[CH:30][CH:29]=[CH:28][CH:27]=1)[C:32]1[CH:37]=[CH:36][CH:35]=[CH:34][CH:33]=1)=[N+:44]=[N-:45]. (6) The catalyst class is: 4. Reactant: [CH:1]([N:4]1[CH:8]=[CH:7][C:6]([CH2:9]O)=[N:5]1)([CH3:3])[CH3:2].O=S(Cl)[Cl:13]. Product: [ClH:13].[Cl:13][CH2:9][C:6]1[CH:7]=[CH:8][N:4]([CH:1]([CH3:3])[CH3:2])[N:5]=1. (7) Reactant: Cl[C:2]1[N:7]=[C:6]([O:8][C:9]2[C:18]3[C:13](=[CH:14][CH:15]=[CH:16][CH:17]=3)[C:12]([NH2:19])=[CH:11][CH:10]=2)[CH:5]=[CH:4][N:3]=1.[S-:20][C:21]1[CH:26]=[CH:25][CH:24]=[CH:23][CH:22]=1.[Na+]. Product: [C:21]1([S:20][C:2]2[N:7]=[C:6]([O:8][C:9]3[C:18]4[C:13](=[CH:14][CH:15]=[CH:16][CH:17]=4)[C:12]([NH2:19])=[CH:11][CH:10]=3)[CH:5]=[CH:4][N:3]=2)[CH:26]=[CH:25][CH:24]=[CH:23][CH:22]=1. The catalyst class is: 1. (8) Reactant: Cl.C(N=C=NCCCN(C)C)C.[C:13]1([CH2:19][O:20][C:21]([NH:23][C:24]2([C:30]([OH:32])=O)[CH2:29][CH2:28][CH2:27][CH2:26][CH2:25]2)=[O:22])[CH:18]=[CH:17][CH:16]=[CH:15][CH:14]=1.ON1C2C=CC=CC=2N=N1.[NH2:43][C@H:44]([CH2:48][OH:49])[CH:45]([CH3:47])[CH3:46]. Product: [C:13]1([CH2:19][O:20][C:21]([NH:23][C:24]2([C:30]([NH:43][C@H:44]([CH2:48][OH:49])[CH:45]([CH3:47])[CH3:46])=[O:32])[CH2:25][CH2:26][CH2:27][CH2:28][CH2:29]2)=[O:22])[CH:14]=[CH:15][CH:16]=[CH:17][CH:18]=1. The catalyst class is: 2. (9) Reactant: [CH3:1][C:2]1[N:6]=[C:5]([CH3:7])[N:4]([C:8]2[C:12]([CH3:13])=[N:11][NH:10][C:9]=2[OH:14])[N:3]=1.C([O-])([O-])=O.[Cs+].[Cs+].Br[CH:22]([CH3:34])[C:23]([C:25]1[CH:30]=[CH:29][C:28]([O:31][CH3:32])=[CH:27][C:26]=1[CH3:33])=[O:24]. Product: [CH3:1][C:2]1[N:6]=[C:5]([CH3:7])[N:4]([C:8]2[C:12]([CH3:13])=[N:11][NH:10][C:9]=2[O:14][CH:22]([CH3:34])[C:23]([C:25]2[CH:30]=[CH:29][C:28]([O:31][CH3:32])=[CH:27][C:26]=2[CH3:33])=[O:24])[N:3]=1. The catalyst class is: 3. (10) Reactant: [Cl:1][C:2]1[C:7]([C:8](N(OC)C)=[O:9])=[CH:6][CH:5]=[CH:4][N:3]=1.C[Mg]Br.[CH2:17](OCC)[CH3:18]. Product: [Cl:1][C:2]1[C:7]([C:8](=[O:9])[CH2:17][CH3:18])=[CH:6][CH:5]=[CH:4][N:3]=1. The catalyst class is: 295.